This data is from Catalyst prediction with 721,799 reactions and 888 catalyst types from USPTO. The task is: Predict which catalyst facilitates the given reaction. (1) Reactant: [NH:1]1[CH2:7][CH2:6][C:5](=[O:8])[NH:4][CH2:3][CH2:2]1.[C:9](O[C:9]([O:11][C:12]([CH3:15])([CH3:14])[CH3:13])=[O:10])([O:11][C:12]([CH3:15])([CH3:14])[CH3:13])=[O:10]. Product: [O:8]=[C:5]1[CH2:6][CH2:7][N:1]([C:9]([O:11][C:12]([CH3:15])([CH3:14])[CH3:13])=[O:10])[CH2:2][CH2:3][NH:4]1. The catalyst class is: 1. (2) Reactant: [C:1]([O:5][C:6]([C@@:8]1([CH2:31][CH:32]=C)[C@H:12]([CH2:13][O:14][CH2:15][C:16]2[CH:21]=[CH:20][CH:19]=[CH:18][CH:17]=2)[C:11](=[O:22])[N:10]([C@@H:23]([C:25]2[CH:30]=[CH:29][CH:28]=[CH:27][CH:26]=2)[CH3:24])[CH2:9]1)=[O:7])([CH3:4])([CH3:3])[CH3:2].[O:34]=O.[BH4-].[Na+].[Cl-].[NH4+]. Product: [C:1]([O:5][C:6]([C@@:8]1([CH2:31][CH2:32][OH:34])[C@H:12]([CH2:13][O:14][CH2:15][C:16]2[CH:21]=[CH:20][CH:19]=[CH:18][CH:17]=2)[C:11](=[O:22])[N:10]([C@@H:23]([C:25]2[CH:26]=[CH:27][CH:28]=[CH:29][CH:30]=2)[CH3:24])[CH2:9]1)=[O:7])([CH3:3])([CH3:4])[CH3:2]. The catalyst class is: 5. (3) The catalyst class is: 10. Reactant: [C:1]1([C:7]2[C:12]([C:13]([F:16])([F:15])[F:14])=[N:11][NH:10][C:9](=O)[CH:8]=2)[CH:6]=[CH:5][CH:4]=[CH:3][CH:2]=1.P(Cl)(Cl)([Cl:20])=O.C(=O)([O-])O.[Na+].ClCCl. Product: [Cl:20][C:9]1[N:10]=[N:11][C:12]([C:13]([F:16])([F:15])[F:14])=[C:7]([C:1]2[CH:6]=[CH:5][CH:4]=[CH:3][CH:2]=2)[CH:8]=1. (4) Reactant: C([O:3][C:4](=[O:21])[CH:5]([NH:11][C:12](=[O:20])[C:13]1[CH:18]=[CH:17][CH:16]=[C:15]([I:19])[CH:14]=1)[CH2:6][Si:7]([CH3:10])([CH3:9])[CH3:8])C.[OH-].[Na+]. Product: [I:19][C:15]1[CH:14]=[C:13]([CH:18]=[CH:17][CH:16]=1)[C:12]([NH:11][CH:5]([CH2:6][Si:7]([CH3:10])([CH3:8])[CH3:9])[C:4]([OH:21])=[O:3])=[O:20]. The catalyst class is: 5. (5) Reactant: Br[C:2]1[CH:7]=[CH:6][N:5]2[C:8](=[O:15])[N:9]([CH2:11][CH:12]([CH3:14])[CH3:13])[N:10]=[C:4]2[C:3]=1[C:16]1[CH:21]=[CH:20][C:19]([CH3:22])=[CH:18][CH:17]=1.[CH3:23][O:24][C:25]1[CH:30]=[CH:29][C:28](B(O)O)=[CH:27][CH:26]=1.C([O-])([O-])=O.[K+].[K+]. Product: [CH2:11]([N:9]1[C:8](=[O:15])[N:5]2[CH:6]=[CH:7][C:2]([C:28]3[CH:29]=[CH:30][C:25]([O:24][CH3:23])=[CH:26][CH:27]=3)=[C:3]([C:16]3[CH:21]=[CH:20][C:19]([CH3:22])=[CH:18][CH:17]=3)[C:4]2=[N:10]1)[CH:12]([CH3:14])[CH3:13]. The catalyst class is: 70. (6) Reactant: O1CCOCC1.[F:7][C:8]1[CH:13]=[CH:12][C:11]([N:14]2[CH2:19][CH:18]3[CH:16]([O:17]3)[CH2:15]2)=[CH:10][CH:9]=1.[N-:20]=[N+]=[N-].[Na+].[Cl-].[Na+]. Product: [NH2:20][C@@H:18]1[CH2:19][N:14]([C:11]2[CH:12]=[CH:13][C:8]([F:7])=[CH:9][CH:10]=2)[CH2:15][C@H:16]1[OH:17]. The catalyst class is: 13. (7) Reactant: [CH3:1][C:2]1[CH:7]=[C:6]([C:8]([OH:10])=[O:9])[CH:5]=[CH:4][C:3]=1[C:11]1[C:12]([C:17](O)=[O:18])=[CH:13][CH:14]=[CH:15][CH:16]=1. Product: [CH3:1][C:2]1[C:3]2[C:11]3[C:12](=[CH:13][CH:14]=[CH:15][CH:16]=3)[C:17](=[O:18])[C:4]=2[CH:5]=[C:6]([C:8]([OH:10])=[O:9])[CH:7]=1. The catalyst class is: 6.